This data is from Reaction yield outcomes from USPTO patents with 853,638 reactions. The task is: Predict the reaction yield, written as a fraction of the theoretical maximum amount of product (1.0 means a 100% yield; for example, 0.34 means a 34% yield). (1) No catalyst specified. The reactants are [Br:1][C:2]1[CH:7]=[C:6]([F:8])[CH:5]=[CH:4][C:3]=1[CH:9]1[C:14]([C:15]([O:17][CH2:18][CH3:19])=[O:16])=[C:13]([CH2:20]Br)[NH:12][C:11]([N:22]2[CH:26]=[N:25][CH:24]=[N:23]2)=[N:10]1.Cl.[NH:28]1[CH2:33][CH2:32][O:31][CH:30]([C:34]([OH:36])=[O:35])[CH2:29]1. The product is [Br:1][C:2]1[CH:7]=[C:6]([F:8])[CH:5]=[CH:4][C:3]=1[CH:9]1[N:10]=[C:11]([N:22]2[CH:26]=[N:25][CH:24]=[N:23]2)[NH:12][C:13]([CH2:20][N:28]2[CH2:33][CH2:32][O:31][CH:30]([C:34]([OH:36])=[O:35])[CH2:29]2)=[C:14]1[C:15]([O:17][CH2:18][CH3:19])=[O:16]. The yield is 0.330. (2) The reactants are [OH:1][CH2:2][CH:3]([CH2:5][OH:6])[OH:4].[C:7]([OH:12])(=O)[CH2:8][CH2:9][CH3:10]. The catalyst is [Pd]. The product is [CH2:7]([O:1][CH2:2][CH:3]([CH2:5][OH:6])[OH:4])[CH2:8][CH2:9][CH3:10].[CH3:2][CH2:3][O:12][CH2:7][CH3:8]. The yield is 0.680. (3) The reactants are [Cl:1][C:2]1[N:3]=[C:4]([NH:9][CH2:10][C:11]2[CH:16]=[CH:15][C:14]([Cl:17])=[CH:13][CH:12]=2)[S:5][C:6]=1[CH:7]=[O:8].C(N(CC)C(C)C)(C)C.[C:27]([O:31][C:32](O[C:32]([O:31][C:27]([CH3:30])([CH3:29])[CH3:28])=[O:33])=[O:33])([CH3:30])([CH3:29])[CH3:28].O. The catalyst is ClCCl.CN(C)C1C=CN=CC=1. The product is [C:27]([O:31][C:32](=[O:33])[N:9]([CH2:10][C:11]1[CH:16]=[CH:15][C:14]([Cl:17])=[CH:13][CH:12]=1)[C:4]1[S:5][C:6]([CH:7]=[O:8])=[C:2]([Cl:1])[N:3]=1)([CH3:30])([CH3:29])[CH3:28]. The yield is 0.740. (4) The reactants are [CH3:1][C:2]([O-:5])(C)[CH3:3].[K+].C([Si](C)(C)O[C:13]1[CH:21]=[CH:20]C=[C:18]2[C:14]=1[CH2:15][CH2:16]C2=O)(C)(C)C.CCCC[N+](CCCC)(CCCC)CCCC.[F-].[Cl-].[NH4+]. The catalyst is CCOCC. The product is [CH2:18]=[C:14]1[C:13]2[CH:21]=[CH:20][CH:3]=[C:2]([OH:5])[C:1]=2[CH2:16][CH2:15]1. The yield is 0.720. (5) The reactants are Br[C:2]1[CH:9]=[C:8]([F:10])[CH:7]=[C:6](Br)[C:3]=1[CH:4]=[O:5].[CH:12]1([C:15]2[CH:26]=[C:25]([F:27])[C:18]3[C:19](=[O:24])[NH:20][CH2:21][CH2:22][O:23][C:17]=3[CH:16]=2)[CH2:14][CH2:13]1.CC1(C)C(C)(C)OB(B2OC(C)(C)C(C)(C)O2)O1.Cl[C:47]1[CH:52]=[CH:51][N:50]=[C:49]([NH2:53])[C:48]=1[N+:54]([O-])=O.[CH3:57][N:58]1[CH:62]=[C:61]([CH:63]=O)[CH:60]=[N:59]1. No catalyst specified. The product is [CH:12]1([C:15]2[CH:26]=[C:25]([F:27])[C:18]3[C:19](=[O:24])[N:20]([C:2]4[CH:9]=[C:8]([F:10])[CH:7]=[C:6]([C:47]5[CH:52]=[CH:51][N:50]=[C:49]6[NH:53][C:63]([C:61]7[CH:60]=[N:59][N:58]([CH3:57])[CH:62]=7)=[N:54][C:48]=56)[C:3]=4[CH2:4][OH:5])[CH2:21][CH2:22][O:23][C:17]=3[CH:16]=2)[CH2:14][CH2:13]1. The yield is 0.0180.